From a dataset of Peptide-MHC class II binding affinity with 134,281 pairs from IEDB. Regression. Given a peptide amino acid sequence and an MHC pseudo amino acid sequence, predict their binding affinity value. This is MHC class II binding data. (1) The peptide sequence is GELQIVDKIDEAFKI. The binding affinity (normalized) is 0.392. The MHC is DRB1_1501 with pseudo-sequence DRB1_1501. (2) The peptide sequence is GKGTLDGQGKAVWGK. The MHC is DRB3_0101 with pseudo-sequence DRB3_0101. The binding affinity (normalized) is 0.126. (3) The peptide sequence is EKAYFAATQFEPLAA. The MHC is HLA-DPA10301-DPB10402 with pseudo-sequence HLA-DPA10301-DPB10402. The binding affinity (normalized) is 0.872. (4) The peptide sequence is SPLTASKLTYENVKM. The MHC is DRB1_0401 with pseudo-sequence DRB1_0401. The binding affinity (normalized) is 0.467. (5) The peptide sequence is RDHYILYCEGELHGRQ. The MHC is DRB1_1301 with pseudo-sequence DRB1_1301. The binding affinity (normalized) is 0.